This data is from Forward reaction prediction with 1.9M reactions from USPTO patents (1976-2016). The task is: Predict the product of the given reaction. (1) Given the reactants [CH3:1][CH:2]1[CH2:7][CH2:6][N:5]([C:8]2[C:13]([CH2:14][NH2:15])=[CH:12][CH:11]=[C:10]([C:16]([F:19])([F:18])[F:17])[N:9]=2)[CH2:4][CH2:3]1.C(N(CC)CC)C.[OH:27][CH2:28][CH2:29][O:30][C:31]1[N:36]=[CH:35][C:34]([NH:37][C:38](=O)[O:39]C2C=CC=CC=2)=[CH:33][CH:32]=1, predict the reaction product. The product is: [OH:27][CH2:28][CH2:29][O:30][C:31]1[N:36]=[CH:35][C:34]([NH:37][C:38]([NH:15][CH2:14][C:13]2[C:8]([N:5]3[CH2:4][CH2:3][CH:2]([CH3:1])[CH2:7][CH2:6]3)=[N:9][C:10]([C:16]([F:19])([F:17])[F:18])=[CH:11][CH:12]=2)=[O:39])=[CH:33][CH:32]=1. (2) Given the reactants B(F)(F)F.CCOCC.Br[CH2:11][C:12]([C:14]1[C:19]([O:20][CH3:21])=[CH:18][CH:17]=[CH:16][N:15]=1)=O.[CH3:22][O:23][C:24](=[O:32])[CH2:25][CH2:26][CH2:27][CH2:28][C:29](=[O:31])[NH2:30], predict the reaction product. The product is: [CH3:22][O:23][C:24](=[O:32])[CH2:25][CH2:26][CH2:27][CH2:28][C:29]1[O:31][CH:11]=[C:12]([C:14]2[C:19]([O:20][CH3:21])=[CH:18][CH:17]=[CH:16][N:15]=2)[N:30]=1. (3) Given the reactants Cl.[NH2:2][CH2:3][C:4]([NH:6][C:7]1[CH:17]=[CH:16][C:10]([C:11]([O:13][CH2:14]C)=[O:12])=[CH:9][C:8]=1[O:18][CH3:19])=[O:5].C(N(CC)CC)C.[F:27][CH2:28][C:29]1([CH2:32]C=O)[CH2:31][CH2:30]1, predict the reaction product. The product is: [CH3:14][O:13][C:11](=[O:12])[C:10]1[CH:16]=[CH:17][C:7]([NH:6][C:4](=[O:5])[CH2:3][N:2]=[CH:32][C:29]2([CH2:28][F:27])[CH2:31][CH2:30]2)=[C:8]([O:18][CH3:19])[CH:9]=1. (4) The product is: [Cl:15][C:4]1[C:5]([C:6]([NH:8][CH:9]2[CH2:11][CH2:10]2)=[O:7])=[CH:12][C:13]2[N:14]=[C:18]([C:17]([Cl:23])([Cl:22])[Cl:16])[NH:1][C:2]=2[CH:3]=1. Given the reactants [NH2:1][C:2]1[C:13]([NH2:14])=[CH:12][C:5]([C:6]([NH:8][CH:9]2[CH2:11][CH2:10]2)=[O:7])=[C:4]([Cl:15])[CH:3]=1.[Cl:16][C:17]([Cl:23])([Cl:22])[C:18](=N)OC, predict the reaction product. (5) Given the reactants C(OC([N:8]1[C:16]2[C:11](=[CH:12][CH:13]=[C:14]([F:17])[CH:15]=2)[C:10]([C:18]2[CH:32]=[CH:31][C:21]3[N:22]=[C:23]([CH2:25][CH2:26][S:27]([CH3:30])(=[O:29])=[O:28])[O:24][C:20]=3[CH:19]=2)=[CH:9]1)=O)(C)(C)C, predict the reaction product. The product is: [F:17][C:14]1[CH:15]=[C:16]2[C:11]([C:10]([C:18]3[CH:32]=[CH:31][C:21]4[N:22]=[C:23]([CH2:25][CH2:26][S:27]([CH3:30])(=[O:29])=[O:28])[O:24][C:20]=4[CH:19]=3)=[CH:9][NH:8]2)=[CH:12][CH:13]=1.